From a dataset of Buchwald-Hartwig C-N cross coupling reaction yields with 55,370 reactions. Predict the reaction yield, written as a fraction of the theoretical maximum amount of product (1.0 means a 100% yield; for example, 0.34 means a 34% yield). The reactants are Brc1cccnc1.Cc1ccc(N)cc1.O=S(=O)(O[Pd]1c2ccccc2-c2ccccc2N~1)C(F)(F)F.COc1ccc(OC)c(P(C(C)(C)C)C(C)(C)C)c1-c1c(C(C)C)cc(C(C)C)cc1C(C)C.CN1CCCN2CCCN=C12.CCOC(=O)c1cc(C)no1. No catalyst specified. The product is Cc1ccc(Nc2cccnc2)cc1. The yield is 0.893.